Dataset: Forward reaction prediction with 1.9M reactions from USPTO patents (1976-2016). Task: Predict the product of the given reaction. (1) Given the reactants C[O:2][C:3]([C:5]1[CH:9]=[C:8]([C:10]2[CH:11]=[N:12][C:13]([NH:16][C:17]([C:19]3[CH:20]=[C:21]([C:25]4[CH:30]=[CH:29][C:28]([O:31][CH3:32])=[CH:27][C:26]=4[O:33][CH3:34])[CH:22]=[CH:23][CH:24]=3)=[O:18])=[CH:14][CH:15]=2)[O:7][C:6]=1[CH3:35])=[O:4].[Li+].[OH-], predict the reaction product. The product is: [CH3:34][O:33][C:26]1[CH:27]=[C:28]([O:31][CH3:32])[CH:29]=[CH:30][C:25]=1[C:21]1[CH:22]=[CH:23][CH:24]=[C:19]([C:17]([NH:16][C:13]2[N:12]=[CH:11][C:10]([C:8]3[O:7][C:6]([CH3:35])=[C:5]([C:3]([OH:4])=[O:2])[CH:9]=3)=[CH:15][CH:14]=2)=[O:18])[CH:20]=1. (2) Given the reactants Cl[C:2]1[CH:7]=[C:6]([C:8]2[CH:13]=[CH:12][CH:11]=[CH:10][CH:9]=2)[N:5]=[C:4]([NH:14][C:15](=[O:32])[CH2:16][CH2:17][C:18]([C:20]2[CH:25]=[CH:24][C:23]([O:26][CH2:27][CH3:28])=[C:22]([O:29][CH2:30][CH3:31])[CH:21]=2)=[O:19])[CH:3]=1.C1(C2C=CC=CC=2)C=CC=CC=1P(C1CCCCC1)C1CCCCC1.C(=O)([O-])[O-].[K+].[K+].[C:64]([C:66]1[CH:71]=[CH:70][CH:69]=[CH:68][C:67]=1B(O)O)#[N:65], predict the reaction product. The product is: [C:64]([C:66]1[CH:71]=[CH:70][CH:69]=[CH:68][C:67]=1[C:2]1[CH:7]=[C:6]([C:8]2[CH:13]=[CH:12][CH:11]=[CH:10][CH:9]=2)[N:5]=[C:4]([NH:14][C:15](=[O:32])[CH2:16][CH2:17][C:18]([C:20]2[CH:25]=[CH:24][C:23]([O:26][CH2:27][CH3:28])=[C:22]([O:29][CH2:30][CH3:31])[CH:21]=2)=[O:19])[CH:3]=1)#[N:65].